This data is from NCI-60 drug combinations with 297,098 pairs across 59 cell lines. The task is: Regression. Given two drug SMILES strings and cell line genomic features, predict the synergy score measuring deviation from expected non-interaction effect. (1) Drug 1: CC12CCC3C(C1CCC2=O)CC(=C)C4=CC(=O)C=CC34C. Drug 2: C(=O)(N)NO. Cell line: HOP-92. Synergy scores: CSS=29.5, Synergy_ZIP=-0.652, Synergy_Bliss=-1.28, Synergy_Loewe=-16.7, Synergy_HSA=-1.26. (2) Drug 1: C1=NC2=C(N=C(N=C2N1C3C(C(C(O3)CO)O)F)Cl)N. Drug 2: CC1=C2C(C(=O)C3(C(CC4C(C3C(C(C2(C)C)(CC1OC(=O)C(C(C5=CC=CC=C5)NC(=O)OC(C)(C)C)O)O)OC(=O)C6=CC=CC=C6)(CO4)OC(=O)C)O)C)O. Cell line: DU-145. Synergy scores: CSS=3.00, Synergy_ZIP=-1.65, Synergy_Bliss=0.524, Synergy_Loewe=-1.67, Synergy_HSA=-1.10. (3) Drug 1: CC(C1=C(C=CC(=C1Cl)F)Cl)OC2=C(N=CC(=C2)C3=CN(N=C3)C4CCNCC4)N. Drug 2: C(CCl)NC(=O)N(CCCl)N=O. Cell line: NCI-H322M. Synergy scores: CSS=-18.9, Synergy_ZIP=3.62, Synergy_Bliss=-12.1, Synergy_Loewe=-20.1, Synergy_HSA=-18.5.